Dataset: Forward reaction prediction with 1.9M reactions from USPTO patents (1976-2016). Task: Predict the product of the given reaction. (1) Given the reactants C([O:5][C:6](=O)[NH:7][CH2:8][CH2:9][C@H:10]([N:12]1[CH2:17][CH2:16][CH:15]([N:18]([CH2:27][C:28]2[CH:33]=[CH:32][CH:31]=[C:30]([C:34]#[N:35])[N:29]=2)[C:19]2[CH:24]=[CH:23][C:22]([O:25][CH3:26])=[CH:21][CH:20]=2)[CH2:14][CH2:13]1)[CH3:11])(C)(C)C.CCN=C=NCCCN(C)C.C1C=CC2N(O)N=NC=2C=1.Cl.[F:59][C:60]1[CH:68]=[C:67]([CH3:69])[C:63](C(O)=O)=[C:62]([CH3:70])[N:61]=1.CCN(C(C)C)C(C)C, predict the reaction product. The product is: [C:34]([C:30]1[N:29]=[C:28]([CH2:27][N:18]([C:19]2[CH:24]=[CH:23][C:22]([O:25][CH3:26])=[CH:21][CH:20]=2)[CH:15]2[CH2:14][CH2:13][N:12]([C@H:10]([CH3:11])[CH2:9][CH2:8][NH:7][C:6](=[O:5])[C:63]3[C:67]([CH3:69])=[CH:68][C:60]([F:59])=[N:61][C:62]=3[CH3:70])[CH2:17][CH2:16]2)[CH:33]=[CH:32][CH:31]=1)#[N:35]. (2) Given the reactants [S:1]1[C:5]2[CH:6]=[CH:7][CH:8]=[CH:9][C:4]=2[N:3]=[C:2]1[NH:10][C:11]([C:13]1[CH:14]=[CH:15][CH:16]=[C:17]2[C:22]=1[CH2:21][N:20]([C:23]1[N:28]=[C:27]([C:29]([O:31]C(C)(C)C)=[O:30])[C:26]([CH2:36][CH2:37][CH2:38][O:39][C:40]3[CH:45]=[CH:44][C:43]([N:46]4[C:50]5=[N:51][CH:52]=[N:53][C:54]([NH:55][CH2:56][CH2:57][CH2:58][N:59]([CH3:61])[CH3:60])=[C:49]5[CH:48]=[N:47]4)=[CH:42][CH:41]=3)=[CH:25][CH:24]=1)[CH2:19][CH2:18]2)=[O:12].C([SiH](CC)CC)C.[C:69]([OH:75])([C:71]([F:74])([F:73])[F:72])=[O:70], predict the reaction product. The product is: [S:1]1[C:5]2[CH:6]=[CH:7][CH:8]=[CH:9][C:4]=2[N:3]=[C:2]1[NH:10][C:11]([C:13]1[CH:14]=[CH:15][CH:16]=[C:17]2[C:22]=1[CH2:21][N:20]([C:23]1[N:28]=[C:27]([C:29]([OH:31])=[O:30])[C:26]([CH2:36][CH2:37][CH2:38][O:39][C:40]3[CH:45]=[CH:44][C:43]([N:46]4[C:50]5=[N:51][CH:52]=[N:53][C:54]([NH:55][CH2:56][CH2:57][CH2:58][N:59]([CH3:61])[CH3:60])=[C:49]5[CH:48]=[N:47]4)=[CH:42][CH:41]=3)=[CH:25][CH:24]=1)[CH2:19][CH2:18]2)=[O:12].[C:69]([OH:75])([C:71]([F:74])([F:73])[F:72])=[O:70]. (3) The product is: [CH3:1][C@H:2]1[C@@H:7]2[CH2:8][CH2:9][C@:10]3([CH3:12])[O:25][O:26][C@:6]42[C@H:5]([C@@H:13]([CH3:14])[C:15]([O:17][C@@H:11]4[O:19]3)=[O:16])[CH2:4][CH2:3]1. Given the reactants [CH3:1][C@H:2]1[C@@H:7]2[CH2:8][CH2:9][C:10]([CH3:12])=[CH:11][C@@H:6]2[C@H:5]([C@H:13]([C:15]([OH:17])=[O:16])[CH3:14])[CH2:4][CH2:3]1.C(O)(C(F)(F)F)=[O:19].[O:25]=[O:26], predict the reaction product. (4) The product is: [CH:1]1([P:4](=[O:5])([CH:8]=[CH2:9])[CH:14]=[CH2:15])[CH2:3][CH2:2]1. Given the reactants [CH:1]1([P:4](Cl)(Cl)=[O:5])[CH2:3][CH2:2]1.[CH:8]([Mg]Br)=[CH2:9].[NH4+].[Cl-].[CH2:14]1COC[CH2:15]1, predict the reaction product. (5) Given the reactants Br[C:2]1[CH:3]=[C:4]2[C:11]([C:12]([NH:14][CH3:15])=[O:13])=[C:10]([C:16]3[CH:21]=[CH:20][C:19]([F:22])=[CH:18][CH:17]=3)[O:9][C:5]2=[N:6][C:7]=1[Cl:8].[C:23]([O:27][C:28]([C:30]1[CH:31]=[C:32](B(O)O)[CH:33]=[CH:34][CH:35]=1)=[O:29])([CH3:26])([CH3:25])[CH3:24].C(=O)([O-])[O-].[Cs+].[Cs+].N#N, predict the reaction product. The product is: [Cl:8][C:7]1[N:6]=[C:5]2[O:9][C:10]([C:16]3[CH:21]=[CH:20][C:19]([F:22])=[CH:18][CH:17]=3)=[C:11]([C:12](=[O:13])[NH:14][CH3:15])[C:4]2=[CH:3][C:2]=1[C:34]1[CH:35]=[C:30]([CH:31]=[CH:32][CH:33]=1)[C:28]([O:27][C:23]([CH3:25])([CH3:26])[CH3:24])=[O:29].